Predict which catalyst facilitates the given reaction. From a dataset of Catalyst prediction with 721,799 reactions and 888 catalyst types from USPTO. (1) Reactant: N[C:2]1[CH:3]=[C:4]([C:8]2[CH:24]=[CH:23][C:11]([O:12][CH:13]([CH3:22])[CH2:14][NH:15][S:16]([CH:19]([CH3:21])[CH3:20])(=[O:18])=[O:17])=[CH:10][CH:9]=2)[CH:5]=[CH:6][CH:7]=1.C([N:27](CC)CC)C.[C:32](Cl)(=[O:36])[CH:33]([CH3:35])[CH3:34]. Product: [CH3:34][CH:33]([CH3:35])[C:32]([NH:27][C:7]1[CH:6]=[CH:5][C:4]([C:8]2[CH:24]=[CH:23][C:11]([O:12][CH:13]([CH3:22])[CH2:14][NH:15][S:16]([CH:19]([CH3:21])[CH3:20])(=[O:18])=[O:17])=[CH:10][CH:9]=2)=[CH:3][CH:2]=1)=[O:36]. The catalyst class is: 2. (2) Reactant: [NH2:1][C:2]1[CH:3]=[C:4]2[C:8](=[CH:9][CH:10]=1)[NH:7][CH:6]=[CH:5]2.N1C=CC=CC=1.Cl[C:18]([O:20][CH2:21][C:22]([Cl:25])([Cl:24])[Cl:23])=[O:19].O. Product: [NH:7]1[C:8]2[C:4](=[CH:3][C:2]([NH:1][C:18](=[O:19])[O:20][CH2:21][C:22]([Cl:25])([Cl:24])[Cl:23])=[CH:10][CH:9]=2)[CH:5]=[CH:6]1. The catalyst class is: 7.